Dataset: Full USPTO retrosynthesis dataset with 1.9M reactions from patents (1976-2016). Task: Predict the reactants needed to synthesize the given product. (1) Given the product [Cl:19][C:16]1[C:15]([C:20]([F:22])([F:21])[F:23])=[N:14][N:13]([CH:4]([C:5]2[CH:10]=[CH:9][CH:8]=[C:7]([O:11][CH3:12])[CH:6]=2)[C:3]([OH:24])=[O:2])[C:17]=1[CH3:18], predict the reactants needed to synthesize it. The reactants are: C[O:2][C:3](=[O:24])[CH:4]([N:13]1[C:17]([CH3:18])=[C:16]([Cl:19])[C:15]([C:20]([F:23])([F:22])[F:21])=[N:14]1)[C:5]1[CH:10]=[CH:9][CH:8]=[C:7]([O:11][CH3:12])[CH:6]=1.[Li+].[OH-]. (2) Given the product [CH2:1]([O:3][C:4]1[CH:13]=[CH:12][C:11]2[C:6](=[CH:7][CH:8]=[CH:9][CH:10]=2)[C:5]=1[C:14](=[O:20])[CH2:15][OH:16])[CH3:2], predict the reactants needed to synthesize it. The reactants are: [CH2:1]([O:3][C:4]1[CH:13]=[CH:12][C:11]2[C:6](=[CH:7][CH:8]=[CH:9][CH:10]=2)[C:5]=1[C:14](=[O:20])[CH2:15][O:16]C(=O)C)[CH3:2].